Predict the reaction yield, written as a fraction of the theoretical maximum amount of product (1.0 means a 100% yield; for example, 0.34 means a 34% yield). From a dataset of Reaction yield outcomes from USPTO patents with 853,638 reactions. The reactants are [H-].[Na+].[C:3]([O:7][C:8]([N:10]1[CH2:15][CH2:14][CH2:13][C@H:12]([OH:16])[CH2:11]1)=[O:9])([CH3:6])([CH3:5])[CH3:4].[Cl:17][C:18]1[CH:23]=[C:22]([NH:24][C:25]2[C:34]3[C:29](=[CH:30][CH:31]=[CH:32][C:33]=3F)[N:28]=[CH:27][N:26]=2)[CH:21]=[CH:20][C:19]=1[OH:36].[Cl-].[NH4+]. The catalyst is CC(N(C)C)=O.C1OCCOCCOCCOCCOC1. The product is [Cl:17][C:18]1[CH:23]=[C:22]([NH:24][C:25]2[C:34]3[C:29](=[CH:30][CH:31]=[CH:32][C:33]=3[O:16][C@H:12]3[CH2:13][CH2:14][CH2:15][N:10]([C:8]([O:7][C:3]([CH3:6])([CH3:4])[CH3:5])=[O:9])[CH2:11]3)[N:28]=[CH:27][N:26]=2)[CH:21]=[CH:20][C:19]=1[OH:36]. The yield is 0.820.